Dataset: Reaction yield outcomes from USPTO patents with 853,638 reactions. Task: Predict the reaction yield, written as a fraction of the theoretical maximum amount of product (1.0 means a 100% yield; for example, 0.34 means a 34% yield). (1) The reactants are [F:1][C:2]([F:18])([F:17])[C:3]1[CH:4]=[C:5]([NH:9][C:10]2[N:15]=[CH:14][C:13](Br)=[CH:12][N:11]=2)[CH:6]=[CH:7][CH:8]=1.[CH2:19]([O:26][C:27]1[CH:28]=[C:29]([CH:31]=[CH:32][CH:33]=1)[NH2:30])[C:20]1[CH:25]=[CH:24][CH:23]=[CH:22][CH:21]=1.C1(P(C2C=CC=CC=2)C2C3OC4C(=CC=CC=4P(C4C=CC=CC=4)C4C=CC=CC=4)C(C)(C)C=3C=CC=2)C=CC=CC=1.C(=O)([O-])[O-].[Cs+].[Cs+]. The catalyst is O1CCOCC1.C(OCC)(=O)C.[Pd].C(=CC(C=CC1C=CC=CC=1)=O)C1C=CC=CC=1.C(=CC(C=CC1C=CC=CC=1)=O)C1C=CC=CC=1.C(=CC(C=CC1C=CC=CC=1)=O)C1C=CC=CC=1. The product is [F:1][C:2]([F:18])([F:17])[C:3]1[CH:4]=[C:5]([NH:9][C:10]2[N:15]=[CH:14][C:13]([NH:30][C:29]3[CH:31]=[CH:32][CH:33]=[C:27]([O:26][CH2:19][C:20]4[CH:25]=[CH:24][CH:23]=[CH:22][CH:21]=4)[CH:28]=3)=[CH:12][N:11]=2)[CH:6]=[CH:7][CH:8]=1. The yield is 0.250. (2) The reactants are [OH:1][CH:2]1[CH2:7][CH2:6][CH2:5][N:4]([C:8]2[N:9]=[C:10]3[CH:27]=[C:26]([O:28][CH2:29][C:30]4[S:31][CH:32]=[C:33]([CH:35]([CH3:37])[CH3:36])[N:34]=4)[CH:25]=[CH:24][N:11]3[C:12](=[O:23])[C:13]=2/[CH:14]=[CH:15]/[C:16]([O:18]C(C)(C)C)=[O:17])[CH2:3]1.Cl. The catalyst is O1CCOCC1. The product is [OH:1][CH:2]1[CH2:7][CH2:6][CH2:5][N:4]([C:8]2[N:9]=[C:10]3[CH:27]=[C:26]([O:28][CH2:29][C:30]4[S:31][CH:32]=[C:33]([CH:35]([CH3:37])[CH3:36])[N:34]=4)[CH:25]=[CH:24][N:11]3[C:12](=[O:23])[C:13]=2/[CH:14]=[CH:15]/[C:16]([OH:18])=[O:17])[CH2:3]1. The yield is 1.00. (3) The reactants are O.C[N:3]([CH3:6])C=O.[Br:7][C:8]1[C:13]([CH3:14])=[C:12](I)[C:11]([NH2:16])=[C:10]([O:17][CH3:18])[C:9]=1[F:19]. The catalyst is [Cl-].[Na+].O.[C-]#N.[Zn+2].[C-]#N.C1(P(C2C=CC=CC=2)[C-]2C=CC=C2)C=CC=CC=1.[C-]1(P(C2C=CC=CC=2)C2C=CC=CC=2)C=CC=C1.[Fe+2].C1C=CC(/C=C/C(/C=C/C2C=CC=CC=2)=O)=CC=1.C1C=CC(/C=C/C(/C=C/C2C=CC=CC=2)=O)=CC=1.[Pd]. The product is [NH2:16][C:11]1[C:10]([O:17][CH3:18])=[C:9]([F:19])[C:8]([Br:7])=[C:13]([CH3:14])[C:12]=1[C:6]#[N:3]. The yield is 0.800. (4) The reactants are [C:1]([O:5][C:6]([N:8]1[CH2:12][CH2:11][CH:10]([C:13]([C:15]2[N:23]3[C:18]([C:19]([NH2:24])=[N:20][CH:21]=[N:22]3)=[C:17](Br)[CH:16]=2)=[O:14])[CH2:9]1)=[O:7])([CH3:4])([CH3:3])[CH3:2].[CH2:26]([N:33]1[CH:41]=[C:40]2[C:35]([CH:36]=[C:37](B3OC(C)(C)C(C)(C)O3)[CH:38]=[CH:39]2)=[N:34]1)[C:27]1[CH:32]=[CH:31][CH:30]=[CH:29][CH:28]=1.C([O-])([O-])=O.[Na+].[Na+]. The catalyst is CN(C=O)C.CCOC(C)=O.C1C=CC([P]([Pd]([P](C2C=CC=CC=2)(C2C=CC=CC=2)C2C=CC=CC=2)([P](C2C=CC=CC=2)(C2C=CC=CC=2)C2C=CC=CC=2)[P](C2C=CC=CC=2)(C2C=CC=CC=2)C2C=CC=CC=2)(C2C=CC=CC=2)C2C=CC=CC=2)=CC=1. The product is [C:1]([O:5][C:6]([N:8]1[CH2:12][CH2:11][CH:10]([C:13]([C:15]2[N:23]3[C:18]([C:19]([NH2:24])=[N:20][CH:21]=[N:22]3)=[C:17]([C:37]3[CH:38]=[CH:39][C:40]4[C:35]([CH:36]=3)=[N:34][N:33]([CH2:26][C:27]3[CH:32]=[CH:31][CH:30]=[CH:29][CH:28]=3)[CH:41]=4)[CH:16]=2)=[O:14])[CH2:9]1)=[O:7])([CH3:4])([CH3:3])[CH3:2]. The yield is 0.660. (5) The reactants are [NH2:1][C:2]1[CH:7]=[CH:6][C:5]([CH2:8][CH2:9][C:10]([O:12][CH2:13][CH3:14])=[O:11])=[C:4]([F:15])[CH:3]=1.[CH2:16]([N:18]([CH2:39][CH3:40])[C:19](=[O:38])[CH2:20][O:21][C:22]1[CH:27]=[C:26]([CH3:28])[C:25]([C:29]2[CH:34]=[CH:33][CH:32]=[C:31]([CH:35]=O)[CH:30]=2)=[C:24]([CH3:37])[CH:23]=1)[CH3:17].C(O)(=O)C.C(O[BH-](OC(=O)C)OC(=O)C)(=O)C.[Na+].C(O)(=O)CC(CC(O)=O)(C(O)=O)O. The catalyst is ClCCCl.O. The product is [CH2:39]([N:18]([CH2:16][CH3:17])[C:19](=[O:38])[CH2:20][O:21][C:22]1[CH:27]=[C:26]([CH3:28])[C:25]([C:29]2[CH:34]=[CH:33][CH:32]=[C:31]([CH2:35][NH:1][C:2]3[CH:7]=[CH:6][C:5]([CH2:8][CH2:9][C:10]([O:12][CH2:13][CH3:14])=[O:11])=[C:4]([F:15])[CH:3]=3)[CH:30]=2)=[C:24]([CH3:37])[CH:23]=1)[CH3:40]. The yield is 0.860. (6) The reactants are [F:1][C:2]1[C:3]([CH3:23])=[C:4]([C:8]2([C:20](O)=[O:21])[CH2:12][CH2:11][C:10]([C:13]3[CH:14]=[N:15][CH:16]=[C:17]([F:19])[CH:18]=3)=[CH:9]2)[CH:5]=[CH:6][CH:7]=1.CCN(CC)CC.CN(C(F)=[N+](C)C)C.F[P-](F)(F)(F)(F)F.[O:46]1[CH2:51][CH2:50][CH2:49][CH2:48][CH:47]1[O:52][NH2:53]. The catalyst is CN(C=O)C.O. The product is [F:1][C:2]1[C:3]([CH3:23])=[C:4]([C:8]2([C:20]([NH:53][O:52][CH:47]3[CH2:48][CH2:49][CH2:50][CH2:51][O:46]3)=[O:21])[CH2:12][CH2:11][C:10]([C:13]3[CH:14]=[N:15][CH:16]=[C:17]([F:19])[CH:18]=3)=[CH:9]2)[CH:5]=[CH:6][CH:7]=1. The yield is 0.590. (7) The reactants are Br.Br[CH2:3][C:4]1[N:5]=[C:6]2[C:11](=[N:12][CH:13]=1)[N:10]=[C:9]([NH2:14])[N:8]=[C:7]2[NH2:15].[OH:16][C:17]1[CH:18]=[C:19]([CH2:24][CH2:25][NH2:26])[CH:20]=[CH:21][C:22]=1[OH:23].C(N(C(C)C)C(C)C)C.C(=O)(O)[O-]. The product is [OH:16][C:17]1[CH:18]=[C:19]([CH2:24][CH2:25][NH:26][CH2:3][C:4]2[N:5]=[C:6]3[C:11](=[N:12][CH:13]=2)[N:10]=[C:9]([NH2:14])[N:8]=[C:7]3[NH2:15])[CH:20]=[CH:21][C:22]=1[OH:23]. The yield is 0.226. The catalyst is CN(C)C(=O)C. (8) The reactants are Br[C:2]1[CH:8]=[C:7]([N+:9]([O-:11])=[O:10])[CH:6]=[CH:5][C:3]=1[NH2:4].[CH3:12][C:13]([CH3:20])([C:18]#[CH:19])[C:14]([O:16][CH3:17])=[O:15].C(N(CC)CC)C. The catalyst is C1(C)C=CC=CC=1.O.[Cu]I.C1C=CC([P]([Pd]([P](C2C=CC=CC=2)(C2C=CC=CC=2)C2C=CC=CC=2)([P](C2C=CC=CC=2)(C2C=CC=CC=2)C2C=CC=CC=2)[P](C2C=CC=CC=2)(C2C=CC=CC=2)C2C=CC=CC=2)(C2C=CC=CC=2)C2C=CC=CC=2)=CC=1. The product is [NH2:4][C:3]1[CH:5]=[CH:6][C:7]([N+:9]([O-:11])=[O:10])=[CH:8][C:2]=1[C:19]#[C:18][C:13]([CH3:20])([CH3:12])[C:14]([O:16][CH3:17])=[O:15]. The yield is 0.0900.